Dataset: Catalyst prediction with 721,799 reactions and 888 catalyst types from USPTO. Task: Predict which catalyst facilitates the given reaction. (1) Reactant: O[CH2:2][CH2:3][CH2:4][N:5]1[CH2:9][CH2:8][N:7]([CH2:10][CH2:11][CH2:12][N:13]2[CH2:18][CH2:17][CH:16]([O:19][C:20](=[O:34])[NH:21][C:22]3[CH:27]=[CH:26][CH:25]=[CH:24][C:23]=3[C:28]3[CH:33]=[CH:32][CH:31]=[CH:30][CH:29]=3)[CH2:15][CH2:14]2)[C:6]1=[O:35].CS(C)=O.CCN(C(C)C)C(C)C.Br.[OH:50][C:51]1[CH:58]=[CH:57][C:54]([CH2:55][NH2:56])=[CH:53][CH:52]=1.[BH-](OC(C)=O)(OC(C)=O)OC(C)=O.[Na+].[OH-].[Na+]. Product: [OH:50][C:51]1[CH:58]=[CH:57][C:54]([CH2:55][NH:56][CH2:2][CH2:3][CH2:4][N:5]2[CH2:9][CH2:8][N:7]([CH2:10][CH2:11][CH2:12][N:13]3[CH2:14][CH2:15][CH:16]([O:19][C:20](=[O:34])[NH:21][C:22]4[CH:27]=[CH:26][CH:25]=[CH:24][C:23]=4[C:28]4[CH:33]=[CH:32][CH:31]=[CH:30][CH:29]=4)[CH2:17][CH2:18]3)[C:6]2=[O:35])=[CH:53][CH:52]=1. The catalyst class is: 2. (2) Reactant: [CH:1]1([N:4]2[CH:8]=[C:7]([N+:9]([O-])=O)[CH:6]=[N:5]2)[CH2:3][CH2:2]1. Product: [CH:1]1([N:4]2[CH:8]=[C:7]([NH2:9])[CH:6]=[N:5]2)[CH2:3][CH2:2]1. The catalyst class is: 8.